This data is from Forward reaction prediction with 1.9M reactions from USPTO patents (1976-2016). The task is: Predict the product of the given reaction. Given the reactants [C:1]([C:3]1[CH:4]=[CH:5][C:6]([C:9]([N:11]2[CH2:30][CH2:29][C:14]3[N:15]=[C:16]([NH:19][CH:20]4[CH2:28][C:27]5[C:22](=[CH:23][CH:24]=[CH:25][CH:26]=5)[CH2:21]4)[N:17]=[CH:18][C:13]=3[CH2:12]2)=[O:10])=[N:7][CH:8]=1)#[CH:2].CN(C)C=O.[Na].O=C1O[C@H]([C@H](CO)O)C(O)=C1O.[N:49]([Si](C)(C)C)=[N+:50]=[N-:51], predict the reaction product. The product is: [CH2:28]1[C:27]2[C:22](=[CH:23][CH:24]=[CH:25][CH:26]=2)[CH2:21][CH:20]1[NH:19][C:16]1[N:17]=[CH:18][C:13]2[CH2:12][N:11]([C:9]([C:6]3[CH:5]=[CH:4][C:3]([C:1]4[N:49]=[N:50][NH:51][CH:2]=4)=[CH:8][N:7]=3)=[O:10])[CH2:30][CH2:29][C:14]=2[N:15]=1.